From a dataset of Catalyst prediction with 721,799 reactions and 888 catalyst types from USPTO. Predict which catalyst facilitates the given reaction. (1) Reactant: [NH2:1][C:2]1[S:3][C:4]([CH2:14][CH2:15][C:16]([NH:18][C:19]2[CH:24]=[CH:23][C:22]([CH2:25][P:26]([O:31][CH2:32][CH3:33])([O:28][CH2:29][CH3:30])=[O:27])=[CH:21][CH:20]=2)=[O:17])=[C:5]([C:7]2[CH:12]=[CH:11][C:10]([Cl:13])=[CH:9][CH:8]=2)[N:6]=1.[CH3:34][N:35]([CH:37](OC)OC)[CH3:36].CN(C)C=O. Product: [Cl:13][C:10]1[CH:9]=[CH:8][C:7]([C:5]2[N:6]=[C:2](/[N:1]=[CH:34]/[N:35]([CH3:37])[CH3:36])[S:3][C:4]=2[CH2:14][CH2:15][C:16]([NH:18][C:19]2[CH:24]=[CH:23][C:22]([CH2:25][P:26]([O:28][CH2:29][CH3:30])([O:31][CH2:32][CH3:33])=[O:27])=[CH:21][CH:20]=2)=[O:17])=[CH:12][CH:11]=1. The catalyst class is: 6. (2) Reactant: [Br:1][C:2]1[CH:3]=[C:4]2[C:9](=[CH:10][CH:11]=1)[N:8]=[CH:7][N:6]=[C:5]2I.[C:13]([C:15]1[CH:16]=[C:17](B(O)O)[CH:18]=[CH:19][CH:20]=1)#[N:14].C([O-])([O-])=O.[K+].[K+]. Product: [Br:1][C:2]1[CH:3]=[C:4]2[C:9](=[CH:10][CH:11]=1)[N:8]=[CH:7][N:6]=[C:5]2[C:19]1[CH:20]=[C:15]([CH:16]=[CH:17][CH:18]=1)[C:13]#[N:14]. The catalyst class is: 203.